Dataset: Retrosynthesis with 50K atom-mapped reactions and 10 reaction types from USPTO. Task: Predict the reactants needed to synthesize the given product. (1) The reactants are: CCOC(=O)CC(c1cccc(COc2ccc(-c3cc(OC)ccc3F)c(OS(=O)(=O)C(F)(F)F)c2)c1)C1CC1.OB(O)c1ccc(C(F)(F)F)cc1. Given the product CCOC(=O)CC(c1cccc(COc2ccc(-c3cc(OC)ccc3F)c(-c3ccc(C(F)(F)F)cc3)c2)c1)C1CC1, predict the reactants needed to synthesize it. (2) Given the product Brc1ccc(OCCOCC2CC2)cc1, predict the reactants needed to synthesize it. The reactants are: BrCC1CC1.OCCOc1ccc(Br)cc1. (3) Given the product C[C@H]1COCCN1c1cc(CS(=O)(=O)c2ccccc2)nc(-c2ccc(N)cc2)n1, predict the reactants needed to synthesize it. The reactants are: C[C@H]1COCCN1c1cc(CS(=O)(=O)c2ccccc2)nc(-c2ccc(NC(=O)OC(C)(C)C)cc2)n1.